This data is from Reaction yield outcomes from USPTO patents with 853,638 reactions. The task is: Predict the reaction yield, written as a fraction of the theoretical maximum amount of product (1.0 means a 100% yield; for example, 0.34 means a 34% yield). (1) The reactants are [NH:1]([C:3]1[CH:8]=[C:7]([C:9]#[N:10])[CH:6]=[CH:5][N:4]=1)[NH2:2].[Cl:11][C:12]1[CH:17]=[CH:16][CH:15]=[CH:14][C:13]=1[C:18](=O)[CH2:19][C:20](OCC)=[O:21]. No catalyst specified. The product is [Cl:11][C:12]1[CH:17]=[CH:16][CH:15]=[CH:14][C:13]=1[C:18]1[CH:19]=[C:20]([OH:21])[N:1]([C:3]2[CH:8]=[C:7]([C:9]#[N:10])[CH:6]=[CH:5][N:4]=2)[N:2]=1. The yield is 0.750. (2) The reactants are C(O)([C:3]([F:6])([F:5])[F:4])=O.Br[C:9]1[CH:26]=[C:25](/[CH:27]=[CH:28]/[CH:29]([C:34]2[CH:39]=[C:38]([Cl:40])[C:37]([Cl:41])=[C:36]([Cl:42])[CH:35]=2)[C:30]([F:33])([F:32])[F:31])[CH:24]=[CH:23][C:10]=1[C:11]([NH:13][CH:14]([CH3:22])[C:15]([O:17]C(C)(C)C)=[O:16])=[O:12]. The catalyst is C(Cl)Cl. The product is [F:31][C:30]([F:33])([F:32])[CH:29]([C:34]1[CH:39]=[C:38]([Cl:40])[C:37]([Cl:41])=[C:36]([Cl:42])[CH:35]=1)/[CH:28]=[CH:27]/[C:25]1[CH:24]=[CH:23][C:10]([C:11]([NH:13][C@H:14]([CH3:22])[C:15]([OH:17])=[O:16])=[O:12])=[C:9]([C:3]([F:6])([F:5])[F:4])[CH:26]=1. The yield is 0.670. (3) The catalyst is O1CCOCC1. The reactants are FC(F)(F)S(O[CH2:7][C@H:8]([CH3:11])[CH2:9][F:10])(=O)=O.[CH3:14][C:15]1([CH3:40])[NH:27][CH:26]([C:28]2[CH:33]=[CH:32][C:31](/[CH:34]=[CH:35]/[C:36]([O:38][CH3:39])=[O:37])=[CH:30][CH:29]=2)[C:18]2[NH:19][C:20]3[C:25]([C:17]=2[CH2:16]1)=[CH:24][CH:23]=[CH:22][CH:21]=3. The yield is 0.690. The product is [F:10][CH2:9][C@@H:8]([CH3:11])[CH2:7][N:27]1[C:15]([CH3:40])([CH3:14])[CH2:16][C:17]2[C:25]3[C:20](=[CH:21][CH:22]=[CH:23][CH:24]=3)[NH:19][C:18]=2[CH:26]1[C:28]1[CH:29]=[CH:30][C:31](/[CH:34]=[CH:35]/[C:36]([O:38][CH3:39])=[O:37])=[CH:32][CH:33]=1. (4) The reactants are [CH3:1][N:2]([C:4](=[O:7])[CH2:5][CH3:6])[NH2:3].O=[C:9]([C:15]([O:17][CH2:18][CH3:19])=[O:16])[C:10]([O:12][CH2:13][CH3:14])=[O:11]. The catalyst is C1(C)C=CC=CC=1. The product is [CH3:1][N:2]([C:4](=[O:7])[CH2:5][CH3:6])[N:3]=[C:9]([C:10]([O:12][CH2:13][CH3:14])=[O:11])[C:15]([O:17][CH2:18][CH3:19])=[O:16]. The yield is 0.490. (5) The reactants are CC1C=C(C)N=C(OCC(O)=O)N=1.C(N1CCC(NC)CC1)C1C=CC=CC=1.[CH2:29]([N:36]1[CH2:41][CH2:40][CH:39]([N:42]([CH3:55])[C:43](=[O:54])[CH2:44][O:45][C:46]2[N:51]=[C:50]([CH3:52])[CH:49]=[C:48]([CH3:53])[N:47]=2)[CH2:38][CH2:37]1)[C:30]1[CH:35]=[CH:34][CH:33]=[CH:32][CH:31]=1.[ClH:56].C(OCC)(=O)C. The catalyst is CO. The product is [CH2:29]([N:36]1[CH2:41][CH2:40][CH:39]([N:42]([CH3:55])[C:43](=[O:54])[CH2:44][O:45][C:46]2[N:51]=[C:50]([CH3:52])[CH:49]=[C:48]([CH3:53])[N:47]=2)[CH2:38][CH2:37]1)[C:30]1[CH:31]=[CH:32][CH:33]=[CH:34][CH:35]=1.[ClH:56].[CH2:29]([N:36]1[CH2:41][CH2:40][CH:39]([N:42]([CH3:55])[C:43](=[O:54])[CH2:44][O:45][C:46]2[N:51]=[C:50]([CH3:52])[CH:49]=[C:48]([CH3:53])[N:47]=2)[CH2:38][CH2:37]1)[C:30]1[CH:31]=[CH:32][CH:33]=[CH:34][CH:35]=1. The yield is 0.620. (6) The reactants are [CH2:1]([O:3][C:4]([C:6]1[C:7](=[O:23])[C:8]2[C:13]([C:14]=1[C:15]1[CH:20]=[CH:19][CH:18]=[CH:17][CH:16]=1)=[CH:12][CH:11]=[C:10]([O:21][CH3:22])[CH:9]=2)=[O:5])[CH3:2].[CH:24]1([Mg]Cl)[CH2:29][CH2:28][CH2:27][CH2:26][CH2:25]1. The catalyst is C1COCC1. The product is [CH2:1]([O:3][C:4]([C:6]1[C:7]([CH:24]2[CH2:29][CH2:28][CH2:27][CH2:26][CH2:25]2)([OH:23])[C:8]2[C:13]([C:14]=1[C:15]1[CH:20]=[CH:19][CH:18]=[CH:17][CH:16]=1)=[CH:12][CH:11]=[C:10]([O:21][CH3:22])[CH:9]=2)=[O:5])[CH3:2]. The yield is 0.300. (7) The product is [CH:5]12[C:9](=[C:10]([C:26]3[CH:31]=[CH:30][C:29]([OH:32])=[CH:28][CH:27]=3)[C:11]3[CH:16]=[CH:15][C:14](/[CH:17]=[CH:18]/[C:19]([OH:21])=[O:20])=[CH:13][CH:12]=3)[CH:1]([CH2:8][CH2:7][CH2:6]1)[CH2:2][CH2:3][CH2:4]2. The reactants are [CH:1]12[C:9](=[C:10]([C:26]3[CH:31]=[CH:30][C:29]([OH:32])=[CH:28][CH:27]=3)[C:11]3[CH:16]=[CH:15][C:14](/[CH:17]=[CH:18]/[C:19]([O:21]C(C)(C)C)=[O:20])=[CH:13][CH:12]=3)[CH:5]([CH2:6][CH2:7][CH2:8]1)[CH2:4][CH2:3][CH2:2]2.C(O)(C(F)(F)F)=O. The catalyst is C(Cl)Cl.C1(C)C=CC=CC=1. The yield is 0.740. (8) The product is [CH3:2][O:9][C:7](=[O:8])[CH2:6][C:4]([CH:14]1[CH2:15][CH2:16]1)=[O:5]. The yield is 0.711. The reactants are C[C:2]1(C)[O:9][C:7](=[O:8])[CH2:6][C:4](=[O:5])O1.N1[CH:16]=[CH:15][CH:14]=CC=1.C1([ClH]C(Cl)=O)CC1. The catalyst is ClCCl.